Dataset: Catalyst prediction with 721,799 reactions and 888 catalyst types from USPTO. Task: Predict which catalyst facilitates the given reaction. (1) Reactant: [CH:1]1[C:13]2[NH:12][C:11]3[C:6](=[CH:7][CH:8]=[CH:9][CH:10]=3)[C:5]=2[CH:4]=[CH:3][CH:2]=1.I[C:15]1[CH:20]=[CH:19][C:18]([O:21][CH3:22])=[CH:17][CH:16]=1.P([O-])([O-])([O-])=O.[K+].[K+].[K+].N[C@@H]1CCCC[C@H]1N. Product: [CH3:22][O:21][C:18]1[CH:19]=[CH:20][C:15]([N:12]2[C:11]3[CH:10]=[CH:9][CH:8]=[CH:7][C:6]=3[C:5]3[C:13]2=[CH:1][CH:2]=[CH:3][CH:4]=3)=[CH:16][CH:17]=1. The catalyst class is: 830. (2) Reactant: Br[C:2]1[N:3]=[C:4]2[C:10]([CH:11]=[O:12])=[CH:9][N:8]([CH2:13][O:14][CH2:15][CH2:16][Si:17]([CH3:20])([CH3:19])[CH3:18])[C:5]2=[N:6][CH:7]=1.[F:21][C:22]1[CH:27]=[CH:26][C:25]([F:28])=[CH:24][C:23]=1[N:29]1[CH:33]=[C:32]([Sn](CCCC)(CCCC)CCCC)[N:31]=[CH:30]1. Product: [F:21][C:22]1[CH:27]=[CH:26][C:25]([F:28])=[CH:24][C:23]=1[N:29]1[CH:33]=[C:32]([C:2]2[N:3]=[C:4]3[C:10]([CH:11]=[O:12])=[CH:9][N:8]([CH2:13][O:14][CH2:15][CH2:16][Si:17]([CH3:20])([CH3:19])[CH3:18])[C:5]3=[N:6][CH:7]=2)[N:31]=[CH:30]1. The catalyst class is: 441. (3) Reactant: CC(NC(C)C)C.C([Li])CCC.CCCCCC.[F:19][C:20]([F:34])([F:33])[C:21]([NH:23][C:24]1[CH:28]=[CH:27][S:26][C:25]=1[C:29]([O:31][CH3:32])=[O:30])=[O:22].[Br:35]CCBr. Product: [Br:35][C:27]1[S:26][C:25]([C:29]([O:31][CH3:32])=[O:30])=[C:24]([NH:23][C:21](=[O:22])[C:20]([F:19])([F:33])[F:34])[CH:28]=1. The catalyst class is: 1. (4) Reactant: [Cl:1][C:2]1[CH:3]=[CH:4][C:5]2[N:6]([N:8]=[C:9]([N:11]3[CH2:15][CH2:14][CH2:13][CH2:12]3)[CH:10]=2)[CH:7]=1.C([Li])CCC.[CH3:21][Si:22](Cl)([CH3:24])[CH3:23].[Cl-].[NH4+]. Product: [Cl:1][C:2]1[CH:3]=[CH:4][C:5]2[N:6]([N:8]=[C:9]([N:11]3[CH2:15][CH2:14][CH2:13][CH2:12]3)[CH:10]=2)[C:7]=1[Si:22]([CH3:24])([CH3:23])[CH3:21]. The catalyst class is: 188. (5) Reactant: [NH2:1][C:2]1[CH:3]=[C:4]([Br:26])[C:5]([C@@H:8]([NH:18][C:19](=[O:25])[O:20][C:21]([CH3:24])([CH3:23])[CH3:22])[CH2:9][C:10]2[CH:15]=[C:14]([F:16])[CH:13]=[C:12]([F:17])[CH:11]=2)=[N:6][CH:7]=1.[Br:27]N1C(=O)CCC1=O. Product: [NH2:1][C:2]1[CH:3]=[C:4]([Br:26])[C:5]([C@@H:8]([NH:18][C:19](=[O:25])[O:20][C:21]([CH3:23])([CH3:22])[CH3:24])[CH2:9][C:10]2[CH:15]=[C:14]([F:16])[CH:13]=[C:12]([F:17])[CH:11]=2)=[N:6][C:7]=1[Br:27]. The catalyst class is: 10. (6) Reactant: I[C:2]1[C:7]2[O:8][CH2:9][O:10][C:6]=2[C:5]([NH:11][C:12](=[O:14])[CH3:13])=[CH:4][CH:3]=1.[K]. Product: [C:12]([NH:11][C:5]1[C:6]2[O:10][CH2:9][O:8][C:7]=2[C:2]([C:9]([O:8][CH3:7])=[O:10])=[CH:3][CH:4]=1)(=[O:14])[CH3:13]. The catalyst class is: 19.